This data is from HIV replication inhibition screening data with 41,000+ compounds from the AIDS Antiviral Screen. The task is: Binary Classification. Given a drug SMILES string, predict its activity (active/inactive) in a high-throughput screening assay against a specified biological target. (1) The molecule is CCc1c(Cc2ccccc2)n(COCCCO)c(=O)[nH]c1=O. The result is 1 (active). (2) The molecule is COC(=O)CCC1(CCC(=O)OC)CCCCCCC(CCC(=O)OC)(CCC(=O)OC)C(=O)C1=O. The result is 0 (inactive). (3) The molecule is Cc1cn(C2CC(O[Si](C)(C)C(C)(C)C)C(CN(OC(=O)Oc3ccccc3)C(=O)Oc3ccccc3)O2)c(=O)[nH]c1=O. The result is 0 (inactive). (4) The molecule is COC(=O)C(C)(C)C(=O)C(C)(C)P(C)(=O)OC. The result is 0 (inactive). (5) The molecule is Cl.NC1c2c(csc2Br)C(=O)C1O. The result is 0 (inactive). (6) The compound is CC(c1ccccn1)=[N+]1[N-]C(N)=[S+][AlH3-]12[OH+]B(c1ccccc1)[OH+]2. The result is 0 (inactive).